Dataset: Full USPTO retrosynthesis dataset with 1.9M reactions from patents (1976-2016). Task: Predict the reactants needed to synthesize the given product. (1) Given the product [Cl:18][C:19]1[C:20]2[S:37][C:36](=[O:38])[N:35]([CH:17]3[CH2:16][CH2:15][CH2:14][CH2:13][O:12]3)[C:21]=2[N:22]=[C:23]([S:25][CH2:26][C:27]2[CH:32]=[CH:31][CH:30]=[C:29]([F:33])[C:28]=2[F:34])[N:24]=1, predict the reactants needed to synthesize it. The reactants are: C1(C)C=CC(S(O)(=O)=O)=CC=1.[O:12]1[CH:17]=[CH:16][CH2:15][CH2:14][CH2:13]1.[Cl:18][C:19]1[C:20]2[S:37][C:36](=[O:38])[NH:35][C:21]=2[N:22]=[C:23]([S:25][CH2:26][C:27]2[CH:32]=[CH:31][CH:30]=[C:29]([F:33])[C:28]=2[F:34])[N:24]=1.C(=O)(O)[O-].[Na+]. (2) Given the product [CH3:17][N:8]([C:6]1[CH:5]=[CH:4][CH:3]=[C:2]([C:26]2[CH:31]=[CH:30][CH:29]=[CH:28][CH:27]=2)[N:7]=1)[C:9]1[CH:14]=[CH:13][N:12]=[C:11]([S:15][CH3:16])[N:10]=1, predict the reactants needed to synthesize it. The reactants are: Cl[C:2]1[N:7]=[C:6]([N:8]([CH3:17])[C:9]2[CH:14]=[CH:13][N:12]=[C:11]([S:15][CH3:16])[N:10]=2)[CH:5]=[CH:4][CH:3]=1.CNC1C=CC=C([C:26]2[CH:31]=[CH:30][CH:29]=[CH:28][CH:27]=2)N=1.CC(C)([O-])C.[Na+].C1C=CC(P(C2C(C3C(P(C4C=CC=CC=4)C4C=CC=CC=4)=CC=C4C=3C=CC=C4)=C3C(C=CC=C3)=CC=2)C2C=CC=CC=2)=CC=1.ClC1C=CN=C(SC)N=1. (3) Given the product [C:21]([O:20][C:19](=[O:25])[NH:18][C:14]1[CH:15]=[CH:16][CH:17]=[C:12]([N:11]([C:6]2[N:7]=[CH:8][C:9]3[N:10]=[C:2]([NH:1][C:29](=[O:31])[CH3:30])[S:3][C:4]=3[N:5]=2)[CH:26]2[CH2:28][CH2:27]2)[CH:13]=1)([CH3:24])([CH3:23])[CH3:22], predict the reactants needed to synthesize it. The reactants are: [NH2:1][C:2]1[S:3][C:4]2[N:5]=[C:6]([N:11]([CH:26]3[CH2:28][CH2:27]3)[C:12]3[CH:13]=[C:14]([NH:18][C:19](=[O:25])[O:20][C:21]([CH3:24])([CH3:23])[CH3:22])[CH:15]=[CH:16][CH:17]=3)[N:7]=[CH:8][C:9]=2[N:10]=1.[C:29](Cl)(=[O:31])[CH3:30].O. (4) The reactants are: O=[C:2]([C:14]1[CH:19]=[CH:18][CH:17]=[CH:16][CH:15]=1)[CH:3]([C:8]1[CH:13]=[CH:12][CH:11]=[CH:10][CH:9]=1)[C:4](OC)=[O:5].[CH3:20][NH:21][NH2:22]. Given the product [CH3:20][N:21]1[C:4]([OH:5])=[C:3]([C:8]2[CH:13]=[CH:12][CH:11]=[CH:10][CH:9]=2)[C:2]([C:14]2[CH:19]=[CH:18][CH:17]=[CH:16][CH:15]=2)=[N:22]1, predict the reactants needed to synthesize it. (5) Given the product [NH2:11][C:2]1[C:3]([C:7]([O:9][CH3:10])=[O:8])=[CH:4][S:5][CH:6]=1, predict the reactants needed to synthesize it. The reactants are: O=[C:2]1[CH2:6][S:5][CH2:4][CH:3]1[C:7]([O:9][CH3:10])=[O:8].[NH2:11]O.Cl. (6) The reactants are: [CH3:1][S:2]([C:5]1[CH:30]=[CH:29][C:8]([O:9][C:10]2[CH:11]=[C:12]3[C:16](=[C:17]([O:19][CH:20]4[CH2:25][CH2:24][O:23][CH2:22][CH2:21]4)[CH:18]=2)[NH:15][C:14]([C:26](O)=[O:27])=[CH:13]3)=[CH:7][CH:6]=1)(=[O:4])=[O:3].Cl.C[N:33](C)CCCN=C=NCC.[NH4+].ON1C2C=CC=CC=2N=N1.CN(C)C=O. Given the product [CH3:1][S:2]([C:5]1[CH:30]=[CH:29][C:8]([O:9][C:10]2[CH:11]=[C:12]3[C:16](=[C:17]([O:19][CH:20]4[CH2:21][CH2:22][O:23][CH2:24][CH2:25]4)[CH:18]=2)[NH:15][C:14]([C:26]([NH2:33])=[O:27])=[CH:13]3)=[CH:7][CH:6]=1)(=[O:4])=[O:3], predict the reactants needed to synthesize it.